From a dataset of Reaction yield outcomes from USPTO patents with 853,638 reactions. Predict the reaction yield, written as a fraction of the theoretical maximum amount of product (1.0 means a 100% yield; for example, 0.34 means a 34% yield). The reactants are Cl[C:2]1[C:7]([NH:8][C:9](=[O:17])[C:10]2[CH:15]=[CH:14][CH:13]=[CH:12][C:11]=2[OH:16])=[CH:6][CH:5]=[C:4]([C:18]([F:21])([F:20])[F:19])[N:3]=1.C[O-].[Na+]. The catalyst is O. The product is [F:19][C:18]([F:21])([F:20])[C:4]1[CH:5]=[CH:6][C:7]2[NH:8][C:9](=[O:17])[C:10]3[CH:15]=[CH:14][CH:13]=[CH:12][C:11]=3[O:16][C:2]=2[N:3]=1. The yield is 0.550.